Task: Predict which catalyst facilitates the given reaction.. Dataset: Catalyst prediction with 721,799 reactions and 888 catalyst types from USPTO (1) Reactant: C(OC([NH:8][C@H:9]1[CH2:14][CH2:13][CH2:12][CH2:11][C@H:10]1[NH:15][C:16]1[CH:25]=[C:24]([C:26]#[N:27])[C:19]([C:20]([O:22][CH3:23])=[O:21])=[C:18]([NH:28][C:29]2[CH:34]=[CH:33][CH:32]=[C:31]([S:35]([CH3:38])(=[O:37])=[O:36])[CH:30]=2)[N:17]=1)=O)(C)(C)C.Cl. Product: [NH2:8][C@H:9]1[CH2:14][CH2:13][CH2:12][CH2:11][C@H:10]1[NH:15][C:16]1[CH:25]=[C:24]([C:26]#[N:27])[C:19]([C:20]([O:22][CH3:23])=[O:21])=[C:18]([NH:28][C:29]2[CH:34]=[CH:33][CH:32]=[C:31]([S:35]([CH3:38])(=[O:37])=[O:36])[CH:30]=2)[N:17]=1. The catalyst class is: 52. (2) Reactant: Cl[C:2]1[N:3]=[CH:4][C:5]2[N:11]([CH3:12])[C:10](=[O:13])[C:9]([F:15])([F:14])[CH2:8][N:7]([CH:16]3[CH2:21][CH2:20][CH2:19][CH2:18][CH2:17]3)[C:6]=2[N:22]=1.O.C1(C)C(S(O)(=O)=O)=CC=CC=1.[NH2:35][C:36]1[CH:49]=[CH:48][C:39]([C:40]([NH:42][CH2:43][CH2:44][N:45]([CH3:47])[CH3:46])=[O:41])=[CH:38][CH:37]=1. Product: [CH:16]1([N:7]2[CH2:8][C:9]([F:15])([F:14])[C:10](=[O:13])[N:11]([CH3:12])[C:5]3[CH:4]=[N:3][C:2]([NH:35][C:36]4[CH:49]=[CH:48][C:39]([C:40]([NH:42][CH2:43][CH2:44][N:45]([CH3:46])[CH3:47])=[O:41])=[CH:38][CH:37]=4)=[N:22][C:6]2=3)[CH2:21][CH2:20][CH2:19][CH2:18][CH2:17]1. The catalyst class is: 32. (3) Reactant: [CH3:1][O:2][C:3]1[CH:8]=[CH:7][CH:6]=[CH:5][C:4]=1[C:9]1[O:13][C:12]([CH3:14])=[C:11]([CH:15]([NH:20][C:21]2[CH:29]=[CH:28][C:24]([C:25](O)=[O:26])=[CH:23][CH:22]=2)[CH2:16][CH:17]([CH3:19])[CH3:18])[CH:10]=1.[CH3:30][NH:31][CH2:32][CH2:33][C:34]([O:36]CC)=[O:35].Cl.C(N=C=NCCCN(C)C)C.O.OC1C2N=NNC=2C=CC=1. Product: [CH3:1][O:2][C:3]1[CH:8]=[CH:7][CH:6]=[CH:5][C:4]=1[C:9]1[O:13][C:12]([CH3:14])=[C:11]([CH:15]([NH:20][C:21]2[CH:22]=[CH:23][C:24]([C:25]([N:31]([CH3:30])[CH2:32][CH2:33][C:34]([OH:36])=[O:35])=[O:26])=[CH:28][CH:29]=2)[CH2:16][CH:17]([CH3:18])[CH3:19])[CH:10]=1. The catalyst class is: 842. (4) Reactant: Br[C:2]1[C:10]2[C:5](=[N:6][CH:7]=[C:8]([C:11]3[CH:16]=[CH:15][CH:14]=[CH:13][CH:12]=3)[CH:9]=2)[N:4]([S:17]([C:20]2[CH:25]=[CH:24][C:23]([CH3:26])=[CH:22][CH:21]=2)(=[O:19])=[O:18])[CH:3]=1.[F:27][C:28]1[CH:29]=[C:30](B2OC(C)(C)C(C)(C)O2)[CH:31]=[C:32]([F:36])[C:33]=1[O:34][CH3:35].C([O-])([O-])=O.[K+].[K+]. Product: [F:27][C:28]1[CH:29]=[C:30]([C:2]2[C:10]3[C:5](=[N:6][CH:7]=[C:8]([C:11]4[CH:16]=[CH:15][CH:14]=[CH:13][CH:12]=4)[CH:9]=3)[N:4]([S:17]([C:20]3[CH:25]=[CH:24][C:23]([CH3:26])=[CH:22][CH:21]=3)(=[O:19])=[O:18])[CH:3]=2)[CH:31]=[C:32]([F:36])[C:33]=1[O:34][CH3:35]. The catalyst class is: 117. (5) Reactant: [CH3:1][O:2][C:3]([C:5]1[O:9][C:8]2[CH:10]=[CH:11][C:12]([O:14][CH3:15])=[CH:13][C:7]=2[C:6]=1[OH:16])=[O:4].[H-].[Na+].[CH2:19](Cl)[O:20][CH2:21][CH2:22][O:23][CH3:24]. Product: [CH3:1][O:2][C:3]([C:5]1[O:9][C:8]2[CH:10]=[CH:11][C:12]([O:14][CH3:15])=[CH:13][C:7]=2[C:6]=1[O:16][CH2:19][O:20][CH2:21][CH2:22][O:23][CH3:24])=[O:4]. The catalyst class is: 1. (6) Reactant: C([O-])(=O)C.[Na+].[CH:6]1([CH:9]=O)[CH2:8][CH2:7]1.C([BH3-])#N.[Na+].Cl.[CH2:16]([O:18][C:19]([C@@H:21]1[CH2:25][CH2:24][CH2:23][C@@H:22]1[NH2:26])=[O:20])[CH3:17].Cl. Product: [CH2:16]([O:18][C:19]([C@@H:21]1[CH2:25][CH2:24][CH2:23][C@@H:22]1[NH:26][CH2:9][CH:6]1[CH2:7][CH2:8]1)=[O:20])[CH3:17]. The catalyst class is: 5.